From a dataset of Full USPTO retrosynthesis dataset with 1.9M reactions from patents (1976-2016). Predict the reactants needed to synthesize the given product. Given the product [NH2:1][C:4]1[N:9]=[CH:8][C:7]([O:10][C:11]2[CH:12]=[CH:13][C:14]3[N:15]([CH:17]=[C:18]([NH:20][C:21]([CH:23]4[CH2:24][CH2:25]4)=[O:22])[N:19]=3)[CH:16]=2)=[CH:6][CH:5]=1, predict the reactants needed to synthesize it. The reactants are: [N+:1]([C:4]1[N:9]=[CH:8][C:7]([O:10][C:11]2[CH:12]=[CH:13][C:14]3[N:15]([CH:17]=[C:18]([NH:20][C:21]([CH:23]4[CH2:25][CH2:24]4)=[O:22])[N:19]=3)[CH:16]=2)=[CH:6][CH:5]=1)([O-])=O.[Cl-].[NH4+].